Task: Predict which catalyst facilitates the given reaction.. Dataset: Catalyst prediction with 721,799 reactions and 888 catalyst types from USPTO (1) The catalyst class is: 17. Reactant: Cl[C:2]1[N:7]=[C:6]([N:8]([CH3:10])[CH3:9])[C:5]([C:11]2[CH:16]=[CH:15][C:14]([Cl:17])=[CH:13][CH:12]=2)=[C:4]([C:18]2[CH:23]=[CH:22][C:21]([Cl:24])=[CH:20][CH:19]=2)[N:3]=1.O.[NH2:26][NH2:27]. Product: [Cl:17][C:14]1[CH:13]=[CH:12][C:11]([C:5]2[C:6]([N:8]([CH3:9])[CH3:10])=[N:7][C:2]([NH:26][NH2:27])=[N:3][C:4]=2[C:18]2[CH:23]=[CH:22][C:21]([Cl:24])=[CH:20][CH:19]=2)=[CH:16][CH:15]=1. (2) Reactant: [CH:1]1([OH:6])[CH2:5][CH2:4][CH2:3][CH2:2]1.CC(C)([O-])C.[K+].[Cl:13][C:14]1[CH:19]=[C:18]([C:20]([F:23])([F:22])[F:21])[N:17]=[C:16](S(C)(=O)=O)[N:15]=1. Product: [Cl:13][C:14]1[CH:19]=[C:18]([C:20]([F:22])([F:21])[F:23])[N:17]=[C:16]([O:6][CH:1]2[CH2:5][CH2:4][CH2:3][CH2:2]2)[N:15]=1. The catalyst class is: 7. (3) Reactant: C(O)(C(F)(F)F)=O.C(OC(=O)[NH:14][CH2:15][C:16]1[CH:21]=[CH:20][C:19]([Cl:22])=[CH:18][C:17]=1[CH2:23][NH:24][C:25]([C@@H:27]1[CH2:31][CH2:30][CH2:29][N:28]1[C:32]([C:34]1[N:35]([CH2:45][O:46]CC[Si](C)(C)C)[CH:36]=[C:37]([C:39]2[CH:44]=[CH:43][N:42]=[CH:41][CH:40]=2)[CH:38]=1)=[O:33])=[O:26])(C)(C)C. The catalyst class is: 2. Product: [NH2:14][CH2:15][C:16]1[CH:21]=[CH:20][C:19]([Cl:22])=[CH:18][C:17]=1[CH2:23][NH:24][C:25]([C@@H:27]1[CH2:31][CH2:30][CH2:29][N:28]1[C:32]([C:34]1[N:35]([CH2:45][OH:46])[CH:36]=[C:37]([C:39]2[CH:44]=[CH:43][N:42]=[CH:41][CH:40]=2)[CH:38]=1)=[O:33])=[O:26]. (4) Reactant: [CH3:1][O:2][C:3]1[N:12]=[C:11]2[C:6]([CH2:7][CH2:8][C:9](=[O:17])[N:10]2[CH2:13][C@H:14]2[CH2:16][O:15]2)=[CH:5][CH:4]=1.[N+](C1C=C(S(OC[C@H]2CO2)(=O)=O)C=CC=1)([O-])=O.[NH:35]1[CH2:40][CH2:39][CH:38]([NH:41][C:42](=[O:48])[O:43][C:44]([CH3:47])([CH3:46])[CH3:45])[CH2:37][CH2:36]1. Product: [OH:15][C@@H:14]([CH2:13][N:10]1[C:11]2[C:6](=[CH:5][CH:4]=[C:3]([O:2][CH3:1])[N:12]=2)[CH2:7][CH2:8][C:9]1=[O:17])[CH2:16][N:35]1[CH2:36][CH2:37][CH:38]([NH:41][C:42](=[O:48])[O:43][C:44]([CH3:46])([CH3:45])[CH3:47])[CH2:39][CH2:40]1. The catalyst class is: 3. (5) Product: [NH2:15][C:11]1[C:10]2[N:16]=[C:17]([CH3:23])[N:18]([CH2:19][CH:20]([CH3:21])[CH3:22])[C:9]=2[C:8]2[CH:7]=[CH:6][C:5]([O:4][CH2:3][CH2:2][NH:1][C:30]([N:24]3[CH2:29][CH2:28][O:27][CH2:26][CH2:25]3)=[O:31])=[CH:14][C:13]=2[N:12]=1. The catalyst class is: 22. Reactant: [NH2:1][CH2:2][CH2:3][O:4][C:5]1[CH:6]=[CH:7][C:8]2[C:9]3[N:18]([CH2:19][CH:20]([CH3:22])[CH3:21])[C:17]([CH3:23])=[N:16][C:10]=3[C:11]([NH2:15])=[N:12][C:13]=2[CH:14]=1.[N:24]1([C:30](Cl)=[O:31])[CH2:29][CH2:28][O:27][CH2:26][CH2:25]1. (6) Reactant: B(F)(F)F.[O:5](CC)CC.OO.[O-][Si]([O-])=O.[Mg+2].[F:17][C:18]1[C:26]([O:27][C:28]2[C:33]3=[C:34]([CH3:41])[C:35](C(O)(C)C)=[CH:36][N:32]3[N:31]=[CH:30][N:29]=2)=[CH:25][CH:24]=[C:23]2[C:19]=1[CH:20]=[C:21]([CH3:42])[NH:22]2. Product: [F:17][C:18]1[C:26]([O:27][C:28]2[C:33]3=[C:34]([CH3:41])[C:35]([OH:5])=[CH:36][N:32]3[N:31]=[CH:30][N:29]=2)=[CH:25][CH:24]=[C:23]2[C:19]=1[CH:20]=[C:21]([CH3:42])[NH:22]2. The catalyst class is: 489.